This data is from Full USPTO retrosynthesis dataset with 1.9M reactions from patents (1976-2016). The task is: Predict the reactants needed to synthesize the given product. (1) Given the product [CH3:3][N:4]1[CH:8]=[C:7]([O:9][C:11]2[CH:16]=[CH:15][C:14]([N+:17]([O-:19])=[O:18])=[CH:13][C:12]=2[CH3:20])[CH:6]=[N:5]1, predict the reactants needed to synthesize it. The reactants are: [H-].[Na+].[CH3:3][N:4]1[CH:8]=[C:7]([OH:9])[CH:6]=[N:5]1.F[C:11]1[CH:16]=[CH:15][C:14]([N+:17]([O-:19])=[O:18])=[CH:13][C:12]=1[CH3:20]. (2) Given the product [C:1]([O:5][C:6]([NH:8][C:9]1[S:17][C:16]2[C:11](=[N:12][CH:13]=[C:14]([CH:18]3[CH2:19][N:20]([CH3:22])[CH2:21]3)[CH:15]=2)[C:10]=1[C:23]([OH:25])=[O:24])=[O:7])([CH3:4])([CH3:2])[CH3:3], predict the reactants needed to synthesize it. The reactants are: [C:1]([O:5][C:6]([NH:8][C:9]1[S:17][C:16]2[C:11](=[N:12][CH:13]=[C:14]([CH:18]3[CH2:21][N:20]([CH3:22])[CH2:19]3)[CH:15]=2)[C:10]=1[C:23]([O:25]C)=[O:24])=[O:7])([CH3:4])([CH3:3])[CH3:2].[Li+].[OH-]. (3) Given the product [F:15][CH:3]1[CH:2]([NH:1][C:17]2[CH:22]=[CH:21][C:20]([N+:23]([O-:25])=[O:24])=[CH:19][CH:18]=2)[CH2:7][CH2:6][N:5]([C:8]([O:10][C:11]([CH3:12])([CH3:14])[CH3:13])=[O:9])[CH2:4]1, predict the reactants needed to synthesize it. The reactants are: [NH2:1][CH:2]1[CH2:7][CH2:6][N:5]([C:8]([O:10][C:11]([CH3:14])([CH3:13])[CH3:12])=[O:9])[CH2:4][CH:3]1[F:15].F[C:17]1[CH:22]=[CH:21][C:20]([N+:23]([O-:25])=[O:24])=[CH:19][CH:18]=1. (4) Given the product [O:1]1[CH:5]=[CH:4][C:3]2[CH:6]=[C:7]([C:10]3[O:12][CH:14]=[N:13][C:15]=3[C:16]([O:18][CH3:19])=[O:17])[CH:8]=[CH:9][C:2]1=2, predict the reactants needed to synthesize it. The reactants are: [O:1]1[CH:5]=[CH:4][C:3]2[CH:6]=[C:7]([C:10]([OH:12])=O)[CH:8]=[CH:9][C:2]1=2.[N+:13]([CH2:15][C:16]([O:18][CH3:19])=[O:17])#[C-:14].P(C#N)(OCC)(OCC)=O.C(N(CC)CC)C. (5) Given the product [Cl:28][C:25]1[CH:26]=[CH:27][C:22]([NH:21][C:19]([NH:18][C:15]2[CH:14]=[CH:13][C:12]([N:7]3[CH:6]=[N:5][C:4]4[C:8]3=[N:9][CH:10]=[N:11][C:3]=4[N:2]([S:34]([CH3:33])(=[O:36])=[O:35])[S:34]([CH3:33])(=[O:36])=[O:35])=[CH:17][CH:16]=2)=[O:20])=[CH:23][C:24]=1[C:29]([F:31])([F:32])[F:30], predict the reactants needed to synthesize it. The reactants are: Cl.[NH2:2][C:3]1[N:11]=[CH:10][N:9]=[C:8]2[C:4]=1[N:5]=[CH:6][N:7]2[C:12]1[CH:17]=[CH:16][C:15]([NH:18][C:19]([NH:21][C:22]2[CH:27]=[CH:26][C:25]([Cl:28])=[C:24]([C:29]([F:32])([F:31])[F:30])[CH:23]=2)=[O:20])=[CH:14][CH:13]=1.[CH3:33][S:34](Cl)(=[O:36])=[O:35]. (6) Given the product [O:2]=[C:3]1[C:9]([NH:10][C:11](=[O:23])[C:12]2[CH:17]=[CH:16][C:15]([C:18]([F:19])([F:20])[F:21])=[CH:14][C:13]=2[OH:22])=[CH:8][C:7](=[O:24])[CH:6]2[CH:4]1[O:5]2, predict the reactants needed to synthesize it. The reactants are: C[O:2][C:3]1(OC)[C:9]([NH:10][C:11](=[O:23])[C:12]2[CH:17]=[CH:16][C:15]([C:18]([F:21])([F:20])[F:19])=[CH:14][C:13]=2[OH:22])=[CH:8][C:7](=[O:24])[CH:6]2[CH:4]1[O:5]2.FC(F)(F)C(O)=O. (7) Given the product [C:1]([C:5]1[CH:9]=[C:8]([NH:10][C:11]([NH:13][C@@H:14]2[C:23]3[C:18](=[CH:19][CH:20]=[CH:21][CH:22]=3)[C@H:17]([O:24][C:25]3[CH:26]=[CH:27][C:28]4[N:29]([C:31]([C:34]5[C:39]([Cl:40])=[CH:38][CH:37]=[CH:36][C:35]=5[Cl:41])=[N:32][N:33]=4)[CH:30]=3)[CH2:16][CH2:15]2)=[O:12])[N:7]([C:42]2[CH:43]=[N:44][N:45]([CH2:47][CH2:48][O:49][S:51]([CH3:50])(=[O:53])=[O:52])[CH:46]=2)[N:6]=1)([CH3:4])([CH3:2])[CH3:3], predict the reactants needed to synthesize it. The reactants are: [C:1]([C:5]1[CH:9]=[C:8]([NH:10][C:11]([NH:13][C@@H:14]2[C:23]3[C:18](=[CH:19][CH:20]=[CH:21][CH:22]=3)[C@H:17]([O:24][C:25]3[CH:26]=[CH:27][C:28]4[N:29]([C:31]([C:34]5[C:39]([Cl:40])=[CH:38][CH:37]=[CH:36][C:35]=5[Cl:41])=[N:32][N:33]=4)[CH:30]=3)[CH2:16][CH2:15]2)=[O:12])[N:7]([C:42]2[CH:43]=[N:44][N:45]([CH2:47][CH2:48][OH:49])[CH:46]=2)[N:6]=1)([CH3:4])([CH3:3])[CH3:2].[CH3:50][S:51](Cl)(=[O:53])=[O:52].CCN(C(C)C)C(C)C. (8) Given the product [CH3:3][C:4]1([C:9]2[N:10]=[C:11]([CH2:14][N:15]3[CH:19]=[CH:18][C:17]([NH2:20])=[N:16]3)[S:12][CH:13]=2)[O:8][CH2:7][CH2:6][O:5]1, predict the reactants needed to synthesize it. The reactants are: N#N.[CH3:3][C:4]1([C:9]2[N:10]=[C:11]([CH2:14][N:15]3[CH:19]=[CH:18][C:17]([N+:20]([O-])=O)=[N:16]3)[S:12][CH:13]=2)[O:8][CH2:7][CH2:6][O:5]1.[NH4+].[Cl-]. (9) Given the product [C:12]1([P:22]([C:36]2[C:45]3[C:40](=[CH:41][CH:42]=[CH:43][CH:44]=3)[CH:39]=[CH:38][CH:37]=2)[C:23]2[CH:28]=[CH:27][CH:26]=[CH:25][C:24]=2[PH2:29])[C:21]2[C:16](=[CH:17][CH:18]=[CH:19][CH:20]=2)[CH:15]=[CH:14][CH:13]=1, predict the reactants needed to synthesize it. The reactants are: C[Si](Cl)(C)C.[H-].[Al+3].[Li+].[H-].[H-].[H-].[C:12]1([P:22]([C:36]2[C:45]3[C:40](=[CH:41][CH:42]=[CH:43][CH:44]=3)[CH:39]=[CH:38][CH:37]=2)[C:23]2[CH:28]=[CH:27][CH:26]=[CH:25][C:24]=2[P:29](OCC)OCC)[C:21]2[C:16](=[CH:17][CH:18]=[CH:19][CH:20]=2)[CH:15]=[CH:14][CH:13]=1.[OH-].[Na+]. (10) Given the product [Cl:1][C:2]1[CH:3]=[C:4]2[C:8](=[CH:9][CH:10]=1)[N:7]([CH3:13])[CH:6]=[CH:5]2, predict the reactants needed to synthesize it. The reactants are: [Cl:1][C:2]1[CH:3]=[C:4]2[C:8](=[CH:9][CH:10]=1)[NH:7][CH:6]=[CH:5]2.[H-].[Na+].[CH3:13]I.